From a dataset of Catalyst prediction with 721,799 reactions and 888 catalyst types from USPTO. Predict which catalyst facilitates the given reaction. Reactant: [Cl:1][C:2]1[CH:10]=[C:9]([C:11]#[C:12][CH2:13][O:14][CH3:15])[C:5]2[O:6][CH2:7][O:8][C:4]=2[C:3]=1[NH:16][C:17]1[C:26]2[C:21](=[CH:22][C:23](OCCCCl)=[CH:24][C:25]=2[O:27][CH:28]([CH3:30])[CH3:29])[N:20]=[CH:19][N:18]=1.C1(P([C:49]2[CH:54]=[CH:53]C=CC=2)C2C=CC=CC=2)C=CC=CC=1.[C:55]([N:58]1[CH2:63][CH2:62][NH:61][CH2:60][CH2:59]1)(=[O:57])[CH3:56].[I-].[Na+].C[O:67]CCO. Product: [C:55]([N:58]1[CH2:63][CH2:62][N:61]([CH2:49][CH2:54][CH2:53][O:67][C:19]2[N:18]=[C:17]([NH:16][C:3]3[C:4]4[O:8][CH2:7][O:6][C:5]=4[C:9]([C:11]#[C:12][CH2:13][O:14][CH3:15])=[CH:10][C:2]=3[Cl:1])[C:26]3[C:21](=[CH:22][CH:23]=[CH:24][C:25]=3[O:27][CH:28]([CH3:29])[CH3:30])[N:20]=2)[CH2:60][CH2:59]1)(=[O:57])[CH3:56]. The catalyst class is: 4.